From a dataset of Full USPTO retrosynthesis dataset with 1.9M reactions from patents (1976-2016). Predict the reactants needed to synthesize the given product. (1) Given the product [CH3:22][N:2]([CH3:1])[S:3]([C:6]1[CH:21]=[CH:20][C:9]([CH2:10][C:11]2[CH:16]=[CH:15][C:14]([NH2:17])=[CH:13][CH:12]=2)=[CH:8][CH:7]=1)(=[O:4])=[O:5], predict the reactants needed to synthesize it. The reactants are: [CH3:1][N:2]([CH3:22])[S:3]([C:6]1[CH:21]=[CH:20][C:9]([CH2:10][C:11]2[CH:16]=[CH:15][C:14]([N+:17]([O-])=O)=[CH:13][CH:12]=2)=[CH:8][CH:7]=1)(=[O:5])=[O:4]. (2) Given the product [C:8]([C:7]1[C:2]([NH:36][C:29]2[C:30]3[C:31](=[N:32][CH:33]=[CH:34][CH:35]=3)[S:27][CH:28]=2)=[N:3][C:4]([NH:10][C@@H:11]2[C:16]([F:18])([F:17])[CH2:15][CH2:14][CH2:13][C@@H:12]2[NH:19][C:20](=[O:26])[O:21][C:22]([CH3:25])([CH3:24])[CH3:23])=[N:5][CH:6]=1)(=[O:38])[NH2:9], predict the reactants needed to synthesize it. The reactants are: Cl[C:2]1[C:7]([C:8]#[N:9])=[CH:6][N:5]=[C:4]([NH:10][C@@H:11]2[C:16]([F:18])([F:17])[CH2:15][CH2:14][CH2:13][C@@H:12]2[NH:19][C:20](=[O:26])[O:21][C:22]([CH3:25])([CH3:24])[CH3:23])[N:3]=1.[S:27]1[C:31]2=[N:32][CH:33]=[CH:34][CH:35]=[C:30]2[C:29]([NH2:36])=[CH:28]1.C([O-])([O-])=[O:38].[Cs+].[Cs+]. (3) Given the product [CH:36]1([N:39]([CH2:40][C:41]2[CH:46]=[CH:45][CH:44]=[C:43]([O:47][CH3:48])[C:42]=2[CH3:49])[C:33]([C:10]2[CH:9]3[NH:8][CH:13]([CH2:12][C:11]=2[C:16]2[CH:17]=[CH:18][C:19]([CH2:22][CH2:23][CH2:24][O:25][C:26]4[C:30]([F:31])=[C:29]([CH3:32])[O:28][N:27]=4)=[CH:20][CH:21]=2)[CH2:14][CH2:15]3)=[O:34])[CH2:38][CH2:37]1, predict the reactants needed to synthesize it. The reactants are: C(OC([N:8]1[CH:13]2[CH2:14][CH2:15][CH:9]1[C:10]([C:33](O)=[O:34])=[C:11]([C:16]1[CH:21]=[CH:20][C:19]([CH2:22][CH2:23][CH2:24][O:25][C:26]3[C:30]([F:31])=[C:29]([CH3:32])[O:28][N:27]=3)=[CH:18][CH:17]=1)[CH2:12]2)=O)(C)(C)C.[CH:36]1([NH:39][CH2:40][C:41]2[CH:46]=[CH:45][CH:44]=[C:43]([O:47][CH3:48])[C:42]=2[CH3:49])[CH2:38][CH2:37]1.CCN(C(C)C)C(C)C.C1C=CC2N(O)N=NC=2C=1.CCN=C=NCCCN(C)C.Cl.Cl. (4) Given the product [NH2:1][C:2]1[C:10]([O:11][CH3:12])=[CH:9][C:8]([Br:13])=[CH:7][C:3]=1[C:4]([OH:6])=[O:5], predict the reactants needed to synthesize it. The reactants are: [NH2:1][C:2]1[C:10]([O:11][CH3:12])=[CH:9][CH:8]=[CH:7][C:3]=1[C:4]([OH:6])=[O:5].[BrH:13].O. (5) Given the product [NH2:1][C:2]1[C:3]2[C:10]([C:11]3[CH:12]=[CH:13][C:14]([CH3:17])=[CH:15][CH:16]=3)=[CH:9][N:8]([CH:18]3[CH2:22][O:21][CH:20]([CH2:23][O:24][C:49](=[O:50])[CH2:48][CH2:47][C:35]4[CH:36]=[CH:37][C:38]([P:39]([O:41][CH2:42][CH3:43])([O:44][CH2:45][CH3:46])=[O:40])=[C:33]([P:28]([O:30][CH2:31][CH3:32])([O:27][CH2:25][CH3:26])=[O:29])[CH:34]=4)[CH2:19]3)[C:4]=2[N:5]=[CH:6][N:7]=1, predict the reactants needed to synthesize it. The reactants are: [NH2:1][C:2]1[C:3]2[C:10]([C:11]3[CH:16]=[CH:15][C:14]([CH3:17])=[CH:13][CH:12]=3)=[CH:9][N:8]([CH:18]3[CH2:22][O:21][CH:20]([CH2:23][OH:24])[CH2:19]3)[C:4]=2[N:5]=[CH:6][N:7]=1.[CH2:25]([O:27][P:28]([C:33]1[CH:34]=[C:35]([CH2:47][CH2:48][C:49](O)=[O:50])[CH:36]=[CH:37][C:38]=1[P:39]([O:44][CH2:45][CH3:46])([O:41][CH2:42][CH3:43])=[O:40])([O:30][CH2:31][CH3:32])=[O:29])[CH3:26].C1CCC(N=C=NC2CCCCC2)CC1.